From a dataset of Reaction yield outcomes from USPTO patents with 853,638 reactions. Predict the reaction yield, written as a fraction of the theoretical maximum amount of product (1.0 means a 100% yield; for example, 0.34 means a 34% yield). (1) The reactants are [Cl:1][C:2]1[CH:7]=[CH:6][C:5]([S:8]([N:11]([CH2:22][C:23]2[CH:28]=[CH:27][C:26]([C:29]#[N:30])=[CH:25][C:24]=2[F:31])[C@H:12]([CH2:16][CH2:17][C:18]([F:21])([F:20])[F:19])[C:13]([NH2:15])=[O:14])(=[O:10])=[O:9])=[CH:4][CH:3]=1.CO.[NH2:34][OH:35]. The catalyst is O. The product is [Cl:1][C:2]1[CH:3]=[CH:4][C:5]([S:8]([N:11]([C@H:12]([CH2:16][CH2:17][C:18]([F:21])([F:20])[F:19])[C:13]([NH2:15])=[O:14])[CH2:22][C:23]2[CH:28]=[CH:27][C:26]([C:29](=[N:34][OH:35])[NH2:30])=[CH:25][C:24]=2[F:31])(=[O:9])=[O:10])=[CH:6][CH:7]=1. The yield is 0.960. (2) The reactants are ClC([O:4][C:5](Cl)(Cl)Cl)=O.[CH3:9][C:10]1[NH:14][N:13]=[C:12]([O:15][C:16]2[CH:21]=[CH:20][CH:19]=[C:18]([C:22]([F:25])([F:24])[F:23])[CH:17]=2)[CH:11]=1.Cl.[CH2:27]([O:29][NH2:30])[CH3:28].C(N(CC)CC)C. The catalyst is C(OCC)(=O)C. The product is [CH2:27]([O:29][NH:30][C:5]([N:14]1[C:10]([CH3:9])=[CH:11][C:12]([O:15][C:16]2[CH:21]=[CH:20][CH:19]=[C:18]([C:22]([F:25])([F:23])[F:24])[CH:17]=2)=[N:13]1)=[O:4])[CH3:28]. The yield is 0.454.